From a dataset of Forward reaction prediction with 1.9M reactions from USPTO patents (1976-2016). Predict the product of the given reaction. (1) The product is: [O:18]=[C:14]1[CH2:15][CH2:16][N:17]([CH2:24][C:25]([NH2:27])=[O:26])[C:11]2[CH:10]=[C:9]([C:6]3[CH:5]=[CH:4][C:3]([C:2]([F:1])([F:21])[F:22])=[CH:8][CH:7]=3)[CH:20]=[CH:19][C:12]=2[NH:13]1. Given the reactants [F:1][C:2]([F:22])([F:21])[C:3]1[CH:8]=[CH:7][C:6]([C:9]2[CH:20]=[CH:19][C:12]3[NH:13][C:14](=[O:18])[CH2:15][CH2:16][NH:17][C:11]=3[CH:10]=2)=[CH:5][CH:4]=1.Br[CH2:24][C:25]([NH2:27])=[O:26].C(=O)([O-])[O-].[Na+].[Na+].C(OCC)(=O)C, predict the reaction product. (2) Given the reactants [CH3:1][C:2]1[C@H:8]2[C@H:5]([CH2:6][C:7]2=O)[CH2:4][CH:3]=1.[H-].[Na+].COP([CH2:18][C:19]([O:21][C:22]([CH3:25])([CH3:24])[CH3:23])=[O:20])(OC)=O, predict the reaction product. The product is: [CH3:1][C:2]1[C@H:8]2[C@H:5]([CH2:6][C:7]2=[CH:18][C:19]([O:21][C:22]([CH3:25])([CH3:24])[CH3:23])=[O:20])[CH2:4][CH:3]=1. (3) Given the reactants [C:1]([CH2:9][NH:10][CH2:11][C:12]1[CH:13]=[C:14]([C:18]2[CH:23]=[CH:22][C:21]([CH2:24][C@H:25]([NH:30][C:31]([CH3:41])=[CH:32][C:33](=[O:40])[C:34]3[CH:39]=[CH:38][CH:37]=[CH:36][CH:35]=3)[C:26]([O:28][CH3:29])=[O:27])=[CH:20][CH:19]=2)[CH:15]=[CH:16][CH:17]=1)(=[O:8])[C:2]1[CH:7]=[CH:6][CH:5]=[CH:4][CH:3]=1.NC(CC1C=CC(C2C=CC=C(CNCC(=O)C3C=CC=CC=3)C=2)=CC=1)C(OC)=O, predict the reaction product. The product is: [C:1]([CH2:9][NH:10][CH2:11][C:12]1[CH:13]=[C:14]([C:18]2[CH:23]=[CH:22][C:21]([CH2:24][CH:25]([NH:30][C:31]([CH3:41])=[CH:32][C:33](=[O:40])[C:34]3[CH:39]=[CH:38][CH:37]=[CH:36][CH:35]=3)[C:26]([O:28][CH3:29])=[O:27])=[CH:20][CH:19]=2)[CH:15]=[CH:16][CH:17]=1)(=[O:8])[C:2]1[CH:7]=[CH:6][CH:5]=[CH:4][CH:3]=1. (4) Given the reactants Cl.Cl.[F:3][C:4]1[CH:9]=[C:8]([C:10]#[N:11])[CH:7]=[CH:6][C:5]=1[C:12]1[CH:17]=[CH:16][C:15]([O:18][C:19]([F:22])([F:21])[F:20])=[C:14]([CH2:23][NH:24][C@H:25]2[CH2:30][CH2:29][NH:28][CH2:27][C@H:26]2[C:31]2[CH:36]=[CH:35][CH:34]=[CH:33][CH:32]=2)[CH:13]=1.[O:37]=[C:38]1[NH:42][CH2:41][C:40](=[O:43])[N:39]1[CH2:44][C:45](O)=[O:46], predict the reaction product. The product is: [O:37]=[C:38]1[NH:42][CH2:41][C:40](=[O:43])[N:39]1[CH2:44][C:45]([N:28]1[CH2:29][CH2:30][C@H:25]([NH:24][CH2:23][C:14]2[CH:13]=[C:12]([C:5]3[CH:6]=[CH:7][C:8]([C:10]#[N:11])=[CH:9][C:4]=3[F:3])[CH:17]=[CH:16][C:15]=2[O:18][C:19]([F:21])([F:22])[F:20])[C@H:26]([C:31]2[CH:32]=[CH:33][CH:34]=[CH:35][CH:36]=2)[CH2:27]1)=[O:46]. (5) Given the reactants [OH:1][C:2]1[CH:8]2[CH2:9][CH:5]([CH2:6][CH2:7]2)[C:4](=[O:10])[C:3]=1[C:11]([C:13]1[C:14]([CH2:23][OH:24])=[N:15][C:16]([C:19]([F:22])([F:21])[F:20])=[CH:17][CH:18]=1)=[O:12].[H-].[Na+].[CH2:27]([CH:29]1[O:31][CH2:30]1)Br.Cl, predict the reaction product. The product is: [OH:10][C:4]1[CH:5]2[CH2:9][CH:8]([CH2:7][CH2:6]2)[C:2](=[O:1])[C:3]=1[C:11]([C:13]1[C:14]([CH2:23][O:24][CH2:27][CH:29]2[CH2:30][O:31]2)=[N:15][C:16]([C:19]([F:22])([F:20])[F:21])=[CH:17][CH:18]=1)=[O:12]. (6) Given the reactants [O:1]1[CH2:6][CH2:5][N:4]([C:7]2[CH:12]=[C:11]([N:13]3[CH2:18][CH2:17][O:16][CH2:15][CH2:14]3)[N:10]=[C:9]([N:19]3[CH2:24][CH2:23][N:22]([C:25]4[CH:30]=[CH:29][CH:28]=[CH:27][CH:26]=4)[CH2:21][CH2:20]3)[N:8]=2)[CH2:3][CH2:2]1.[Cl:31]N1C(=O)CCC1=O.O, predict the reaction product. The product is: [Cl:31][C:12]1[C:7]([N:4]2[CH2:5][CH2:6][O:1][CH2:2][CH2:3]2)=[N:8][C:9]([N:19]2[CH2:20][CH2:21][N:22]([C:25]3[CH:30]=[CH:29][CH:28]=[CH:27][CH:26]=3)[CH2:23][CH2:24]2)=[N:10][C:11]=1[N:13]1[CH2:18][CH2:17][O:16][CH2:15][CH2:14]1. (7) Given the reactants [Br:1][C:2]1[S:6][C:5]([C:7]([OH:9])=O)=[CH:4][CH:3]=1.CN1CCOCC1.CN(C(ON1N=NC2C=CC=CC1=2)=[N+](C)C)C.[B-](F)(F)(F)F.[NH2:39][C@H:40]1[CH2:44][N:43]([C:45]2[CH:56]=[CH:55][C:48]3[CH2:49][CH2:50][N:51]([CH3:54])[CH2:52][CH2:53][C:47]=3[CH:46]=2)[C:42](=[O:57])[CH2:41]1.FC(F)(F)C(O)=O, predict the reaction product. The product is: [CH3:54][N:51]1[CH2:52][CH2:53][C:47]2[CH:46]=[C:45]([N:43]3[C:42](=[O:57])[CH2:41][C@@H:40]([NH:39][C:7]([C:5]4[S:6][C:2]([Br:1])=[CH:3][CH:4]=4)=[O:9])[CH2:44]3)[CH:56]=[CH:55][C:48]=2[CH2:49][CH2:50]1. (8) Given the reactants I[CH2:2][CH2:3][CH2:4][S:5][C:6]1[CH:11]=[CH:10][CH:9]=[CH:8][CH:7]=1.[CH2:12]=[CH:13][C:14](Cl)=[CH2:15], predict the reaction product. The product is: [CH2:12]=[C:13]([CH:14]=[CH2:15])[CH2:2][CH2:3][CH2:4][S:5][C:6]1[CH:11]=[CH:10][CH:9]=[CH:8][CH:7]=1. (9) Given the reactants [F:1][C:2]1[CH:25]=[CH:24][C:5]2[N:6]=[C:7]([NH:9][C:10]3[CH:15]=[CH:14][C:13]([C:16]4[CH:20]=[C:19]([C:21]([NH2:23])=O)[O:18][N:17]=4)=[CH:12][CH:11]=3)[S:8][C:4]=2[CH:3]=1.COC1C=CC(P2(SP(C3C=CC(OC)=CC=3)(=S)S2)=[S:35])=CC=1, predict the reaction product. The product is: [F:1][C:2]1[CH:25]=[CH:24][C:5]2[N:6]=[C:7]([NH:9][C:10]3[CH:15]=[CH:14][C:13]([C:16]4[CH:20]=[C:19]([C:21](=[S:35])[NH2:23])[O:18][N:17]=4)=[CH:12][CH:11]=3)[S:8][C:4]=2[CH:3]=1.